From a dataset of Full USPTO retrosynthesis dataset with 1.9M reactions from patents (1976-2016). Predict the reactants needed to synthesize the given product. (1) The reactants are: S(=O)(O)[O-].[Na+].C([K])#N.[C:9](=[O:12])([O-])[O-].[NH4+:13].[NH4+:14].[Br:15][C:16]1[CH:25]=[C:24]2[C:19]([CH2:20][C:21]([CH3:28])([CH3:27])[CH2:22][C:23]2=O)=[CH:18][CH:17]=1.[CH2:29]([OH:31])C. Given the product [Br:15][C:16]1[CH:25]=[C:24]2[C:19]([CH2:20][C:21]([CH3:28])([CH3:27])[CH2:22][C:23]32[C:29](=[O:31])[NH:14][C:9](=[O:12])[NH:13]3)=[CH:18][CH:17]=1, predict the reactants needed to synthesize it. (2) Given the product [CH2:1]([C:3]1[CH:4]=[C:5]([CH:6]=[CH:7][C:8]=1[CH2:9][CH3:10])[CH2:11][C@@H:12]([NH:16][C:17]([N:19]1[CH2:24][CH2:23][CH:22]([N:25]2[CH2:31][CH2:30][C:29]3[CH:32]=[CH:33][CH:34]=[CH:35][C:28]=3[NH:27][C:26]2=[O:36])[CH2:21][CH2:20]1)=[O:18])[C:13](=[O:14])[N:46]1[CH2:45][CH2:44][N:43]([C:40]2[CH:41]=[CH:42][N:37]=[CH:38][CH:39]=2)[CH2:48][CH2:47]1)[CH3:2], predict the reactants needed to synthesize it. The reactants are: [CH2:1]([C:3]1[CH:4]=[C:5]([CH2:11][C@@H:12]([NH:16][C:17]([N:19]2[CH2:24][CH2:23][CH:22]([N:25]3[CH2:31][CH2:30][C:29]4[CH:32]=[CH:33][CH:34]=[CH:35][C:28]=4[NH:27][C:26]3=[O:36])[CH2:21][CH2:20]2)=[O:18])[C:13](O)=[O:14])[CH:6]=[CH:7][C:8]=1[CH2:9][CH3:10])[CH3:2].[N:37]1[CH:42]=[CH:41][C:40]([N:43]2[CH2:48][CH2:47][NH:46][CH2:45][CH2:44]2)=[CH:39][CH:38]=1.